This data is from NCI-60 drug combinations with 297,098 pairs across 59 cell lines. The task is: Regression. Given two drug SMILES strings and cell line genomic features, predict the synergy score measuring deviation from expected non-interaction effect. (1) Drug 1: CC1C(C(CC(O1)OC2CC(CC3=C2C(=C4C(=C3O)C(=O)C5=C(C4=O)C(=CC=C5)OC)O)(C(=O)C)O)N)O.Cl. Drug 2: CC1C(C(=O)NC(C(=O)N2CCCC2C(=O)N(CC(=O)N(C(C(=O)O1)C(C)C)C)C)C(C)C)NC(=O)C3=C4C(=C(C=C3)C)OC5=C(C(=O)C(=C(C5=N4)C(=O)NC6C(OC(=O)C(N(C(=O)CN(C(=O)C7CCCN7C(=O)C(NC6=O)C(C)C)C)C)C(C)C)C)N)C. Cell line: MCF7. Synergy scores: CSS=8.32, Synergy_ZIP=-3.20, Synergy_Bliss=-0.151, Synergy_Loewe=-1.75, Synergy_HSA=-1.06. (2) Drug 1: CC=C1C(=O)NC(C(=O)OC2CC(=O)NC(C(=O)NC(CSSCCC=C2)C(=O)N1)C(C)C)C(C)C. Drug 2: CCN(CC)CCCC(C)NC1=C2C=C(C=CC2=NC3=C1C=CC(=C3)Cl)OC. Cell line: KM12. Synergy scores: CSS=62.6, Synergy_ZIP=-4.99, Synergy_Bliss=-3.19, Synergy_Loewe=-15.2, Synergy_HSA=-1.07. (3) Drug 1: COC1=C(C=C2C(=C1)N=CN=C2NC3=CC(=C(C=C3)F)Cl)OCCCN4CCOCC4. Drug 2: C(=O)(N)NO. Cell line: CAKI-1. Synergy scores: CSS=49.8, Synergy_ZIP=-8.03, Synergy_Bliss=-6.42, Synergy_Loewe=-7.65, Synergy_HSA=-1.91.